Dataset: hERG Central: cardiac toxicity at 1µM, 10µM, and general inhibition. Task: Predict hERG channel inhibition at various concentrations. (1) The compound is Cc1ccc(Nc2nnc(-c3ccncc3)s2)c(Br)c1. Results: hERG_inhib (hERG inhibition (general)): blocker. (2) The molecule is CCc1ccc(OCc2nnc(SCC(=O)NCc3ccco3)o2)cc1. Results: hERG_inhib (hERG inhibition (general)): blocker. (3) The compound is CN(C)CCN(Cc1ccc(Cl)cc1)c1ccccn1.Cl. Results: hERG_inhib (hERG inhibition (general)): blocker. (4) The molecule is COc1ccc(S(=O)(=O)NCC(c2cccnc2)N2CCN(c3ccccc3)CC2)cc1C. Results: hERG_inhib (hERG inhibition (general)): blocker. (5) The molecule is COc1ccc(CN(Cc2ccccn2)S(=O)(=O)c2ccc(-n3cnnn3)cc2)cc1. Results: hERG_inhib (hERG inhibition (general)): blocker.